This data is from Full USPTO retrosynthesis dataset with 1.9M reactions from patents (1976-2016). The task is: Predict the reactants needed to synthesize the given product. (1) Given the product [NH2:15][C:14]1[C:6]2[C:7](=[CH:8][C:3]([Br:2])=[CH:4][CH:5]=2)[NH:9][C:10]=1[C:11]([NH2:13])=[O:12], predict the reactants needed to synthesize it. The reactants are: [Na].[Br:2][C:3]1[CH:4]=[CH:5][C:6]([C:14]#[N:15])=[C:7]([NH:9][CH2:10][C:11]([NH2:13])=[O:12])[CH:8]=1.[NH4+].[Cl-]. (2) Given the product [C:14]([O:18][C:19]([N:21]1[C@@H:26]([C@@H:27]([OH:28])[C@@H:9]([N+:10]([O-:12])=[O:11])[CH2:8][C:6]2[CH:5]=[C:4]([F:13])[CH:3]=[C:2]([Cl:1])[CH:7]=2)[CH2:25][O:24][C@@H:23]([O:29][CH2:30][C:31]([CH3:34])([CH3:33])[CH3:32])[CH2:22]1)=[O:20])([CH3:17])([CH3:16])[CH3:15], predict the reactants needed to synthesize it. The reactants are: [Cl:1][C:2]1[CH:7]=[C:6]([CH2:8][CH2:9][N+:10]([O-:12])=[O:11])[CH:5]=[C:4]([F:13])[CH:3]=1.[C:14]([O:18][C:19]([N:21]1[C@@H:26]([CH:27]=[O:28])[CH2:25][O:24][C@@H:23]([O:29][CH2:30][C:31]([CH3:34])([CH3:33])[CH3:32])[CH2:22]1)=[O:20])([CH3:17])([CH3:16])[CH3:15].[F-].C([N+](CCCC)(CCCC)CCCC)CCC. (3) Given the product [C:1]1([C:7](=[N:14][C@@H:15]([CH2:30][C:35]2[CH:34]=[N:33][C:38]([C:39]3[CH:40]=[CH:45][CH:46]=[CH:47][C:52]=3[CH3:51])=[CH:37][CH:36]=2)[C:16]([O:18][C:19]([CH3:22])([CH3:21])[CH3:20])=[O:17])[C:8]2[CH:9]=[CH:10][CH:11]=[CH:12][CH:13]=2)[CH:2]=[CH:3][CH:4]=[CH:5][CH:6]=1, predict the reactants needed to synthesize it. The reactants are: [C:1]1([C:7](=[N:14][CH2:15][C:16]([O:18][C:19]([CH3:22])([CH3:21])[CH3:20])=[O:17])[C:8]2[CH:13]=[CH:12][CH:11]=[CH:10][CH:9]=2)[CH:6]=[CH:5][CH:4]=[CH:3][CH:2]=1.C=CCO[C@H](C1C2C(=CC=CC=2)N=CC=1)[C@H]1[N+:33]2([CH2:38][C:39]3[C:52]4[C:47](=CC=C[CH:51]=4)[CH:46]=[C:45]4[C:40]=3C=CC=C4)[CH2:34][C@H:35]([CH:36]=[CH2:37])[C@@H:30](CC2)C1.[Br-].C(N=P1(N(CC)CC)N(C)CCCN1C)(C)(C)C. (4) Given the product [F:17][C:18]1[C:25]([F:26])=[CH:24][CH:23]=[CH:22][C:19]=1[CH2:20][O:1][C:2]1[C:3]2[N:4]([C:8]([C:12]([O:14][CH2:15][CH3:16])=[O:13])=[C:9]([CH3:11])[N:10]=2)[CH:5]=[CH:6][CH:7]=1, predict the reactants needed to synthesize it. The reactants are: [OH:1][C:2]1[C:3]2[N:4]([C:8]([C:12]([O:14][CH2:15][CH3:16])=[O:13])=[C:9]([CH3:11])[N:10]=2)[CH:5]=[CH:6][CH:7]=1.[F:17][C:18]1[C:25]([F:26])=[CH:24][CH:23]=[CH:22][C:19]=1[CH2:20]Br.C(=O)([O-])[O-].[K+].[K+].O. (5) Given the product [C:28]([C:27]1[CH:26]=[C:25]([C:17]2[CH:18]=[CH:19][CH:20]=[C:15]([CH2:14][N:11]3[CH2:12][CH2:13][N:8]([C:6]([O:5][C:2]([CH3:4])([CH3:3])[CH3:1])=[O:7])[CH2:9][CH2:10]3)[CH:16]=2)[CH:32]=[CH:31][CH:30]=1)#[N:29], predict the reactants needed to synthesize it. The reactants are: [CH3:1][C:2]([O:5][C:6]([N:8]1[CH2:13][CH2:12][N:11]([CH2:14][C:15]2[CH:16]=[C:17](B(O)O)[CH:18]=[CH:19][CH:20]=2)[CH2:10][CH2:9]1)=[O:7])([CH3:4])[CH3:3].Br[C:25]1[CH:26]=[C:27]([CH:30]=[CH:31][CH:32]=1)[C:28]#[N:29].C(=O)([O-])[O-].[K+].[K+]. (6) Given the product [OH:37][C@@H:35]([C:24]1[N:23]([C@H:20]2[CH2:21][CH2:22][C@H:17]([CH2:16][NH:15][C:3](=[O:5])[CH3:2])[CH2:18][CH2:19]2)[C:27]2=[C:28]3[S:34][CH:33]=[CH:32][C:29]3=[N:30][CH:31]=[C:26]2[N:25]=1)[CH3:36], predict the reactants needed to synthesize it. The reactants are: F[C:2](F)(F)[C:3]([OH:5])=O.FC(F)(F)C(O)=O.[NH2:15][CH2:16][C@H:17]1[CH2:22][CH2:21][C@H:20]([N:23]2[C:27]3=[C:28]4[S:34][CH:33]=[CH:32][C:29]4=[N:30][CH:31]=[C:26]3[N:25]=[C:24]2[C@H:35]([OH:37])[CH3:36])[CH2:19][CH2:18]1.C(N(CC)CC)C.C(OC(=O)C)(=O)C. (7) The reactants are: Br[C:2]1[CH:7]=[C:6]([C:8]2[CH:13]=[CH:12][C:11]([C:14]3[N:19]=[C:18]4[N:20]([CH2:33][O:34][CH2:35][CH2:36][Si:37]([CH3:40])([CH3:39])[CH3:38])[C:21]([O:23][C@H:24]5[C@H:28]6[O:29][CH2:30][C@@H:31]([OH:32])[C@H:27]6[O:26][CH2:25]5)=[N:22][C:17]4=[CH:16][C:15]=3[Cl:41])=[CH:10][CH:9]=2)[CH:5]=[CH:4][N:3]=1.[CH3:42][S:43]([CH3:46])(=[NH:45])=[O:44]. Given the product [Cl:41][C:15]1[CH:16]=[C:17]2[N:22]=[C:21]([O:23][C@@H:24]3[CH2:25][O:26][C@@H:27]4[C@H:31]([OH:32])[CH2:30][O:29][C@H:28]34)[N:20]([CH2:33][O:34][CH2:35][CH2:36][Si:37]([CH3:40])([CH3:39])[CH3:38])[C:18]2=[N:19][C:14]=1[C:11]1[CH:12]=[CH:13][C:8]([C:6]2[CH:5]=[CH:4][N:3]=[C:2]([N:45]=[S:43]([CH3:46])([CH3:42])=[O:44])[CH:7]=2)=[CH:9][CH:10]=1, predict the reactants needed to synthesize it. (8) Given the product [CH2:1]([O:3][C:4]([C:6]1[C:7]2[C:15](/[CH:16]=[CH:17]/[C:25]3[CH:30]=[CH:29][CH:28]=[CH:27][CH:26]=3)=[N:14][N:13]([CH:18]3[CH2:23][CH2:22][CH2:21][CH2:20][O:19]3)[C:8]=2[N:9]=[C:10]([Cl:12])[CH:11]=1)=[O:5])[CH3:2], predict the reactants needed to synthesize it. The reactants are: [CH2:1]([O:3][C:4]([C:6]1[C:7]2[C:15]([CH:16]=[CH2:17])=[N:14][N:13]([CH:18]3[CH2:23][CH2:22][CH2:21][CH2:20][O:19]3)[C:8]=2[N:9]=[C:10]([Cl:12])[CH:11]=1)=[O:5])[CH3:2].I[C:25]1[CH:30]=[CH:29][CH:28]=[CH:27][CH:26]=1. (9) Given the product [NH2:7][C:6]1[C:5]([N+:9]([O-:11])=[O:10])=[CH:4][C:3]([C:12]([F:15])([F:14])[F:13])=[C:2]([O:22][C:23]2[CH:30]=[CH:29][C:26]([CH:27]=[O:28])=[CH:25][CH:24]=2)[CH:8]=1, predict the reactants needed to synthesize it. The reactants are: Cl[C:2]1[C:3]([C:12]([F:15])([F:14])[F:13])=[CH:4][C:5]([N+:9]([O-:11])=[O:10])=[C:6]([CH:8]=1)[NH2:7].CC(C)([O-])C.[K+].[OH:22][C:23]1[CH:30]=[CH:29][C:26]([CH:27]=[O:28])=[CH:25][CH:24]=1.O.